From a dataset of Peptide-MHC class I binding affinity with 185,985 pairs from IEDB/IMGT. Regression. Given a peptide amino acid sequence and an MHC pseudo amino acid sequence, predict their binding affinity value. This is MHC class I binding data. (1) The peptide sequence is ITKEKKEEL. The binding affinity (normalized) is 0.0847. The MHC is HLA-B07:02 with pseudo-sequence HLA-B07:02. (2) The peptide sequence is LIPDGDGEV. The MHC is HLA-A30:01 with pseudo-sequence HLA-A30:01. The binding affinity (normalized) is 0.0847. (3) The peptide sequence is SMTIREFPRK. The MHC is HLA-A31:01 with pseudo-sequence HLA-A31:01. The binding affinity (normalized) is 0.660. (4) The peptide sequence is ALYRRIQRR. The MHC is HLA-B07:02 with pseudo-sequence HLA-B07:02. The binding affinity (normalized) is 0.